This data is from Full USPTO retrosynthesis dataset with 1.9M reactions from patents (1976-2016). The task is: Predict the reactants needed to synthesize the given product. (1) Given the product [CH3:1][O:2][C:3]([NH:5][C@H:6]([C:58]1[CH:63]=[CH:62][CH:61]=[CH:60][CH:59]=1)[C:7]([N:9]1[CH2:13][CH2:12][CH2:11][C@H:10]1[C:14]1[NH:15][C:16]([C:19]2[CH:20]=[CH:21][C:22]3[C:31]4[C:26](=[C:27]5[CH:35]=[CH:34][C:33]([C:36]6[NH:40][C:39]([C@@H:41]7[CH2:45][CH2:44][CH2:43][N:42]7[C:46](=[O:56])[C@@H:47]([NH:51][C:52](=[O:55])[O:53][CH3:54])[CH2:48][CH3:49])=[N:38][CH:37]=6)=[CH:32][C:28]5=[CH:29][CH:30]=4)[O:25][CH2:24][C:23]=3[CH:57]=2)=[CH:17][N:18]=1)=[O:8])=[O:4], predict the reactants needed to synthesize it. The reactants are: [CH3:1][O:2][C:3]([NH:5][C@H:6]([C:58]1[CH:63]=[CH:62][CH:61]=[CH:60][CH:59]=1)[C:7]([N:9]1[CH2:13][CH2:12][CH2:11][C@H:10]1[C:14]1[NH:15][C:16]([C:19]2[CH:20]=[CH:21][C:22]3[C:31]4[C:26](=[C:27]5[CH:35]=[CH:34][C:33]([C:36]6[NH:40][C:39]([C@@H:41]7[CH2:45][CH2:44][CH2:43][N:42]7[C:46](=[O:56])[C@@H:47]([NH:51][C:52](=[O:55])[O:53][CH3:54])[CH:48](C)[CH3:49])=[N:38][CH:37]=6)=[CH:32][C:28]5=[CH:29][CH:30]=4)[O:25][CH2:24][C:23]=3[CH:57]=2)=[CH:17][N:18]=1)=[O:8])=[O:4].COC(N[C@@H](C(C)C)C(O)=O)=O. (2) The reactants are: [F:1][C:2]1[CH:3]=[C:4](/[CH:10]=[CH:11]/[C:12]([O:14][CH2:15][CH3:16])=[O:13])[CH:5]=[C:6]([OH:9])[C:7]=1[F:8]. Given the product [F:1][C:2]1[CH:3]=[C:4]([CH2:10][CH2:11][C:12]([O:14][CH2:15][CH3:16])=[O:13])[CH:5]=[C:6]([OH:9])[C:7]=1[F:8], predict the reactants needed to synthesize it. (3) Given the product [Cl:1][C:2]1[CH:3]=[CH:4][C:5]([O:25][CH3:26])=[C:6]([NH:8][C:9](=[O:24])[CH2:10][N:11]2[C:15]3[CH2:16][N:17]([CH:28]([CH3:30])[CH3:27])[CH2:18][CH2:19][C:14]=3[C:13]([C:20]([F:23])([F:22])[F:21])=[N:12]2)[CH:7]=1, predict the reactants needed to synthesize it. The reactants are: [Cl:1][C:2]1[CH:3]=[CH:4][C:5]([O:25][CH3:26])=[C:6]([NH:8][C:9](=[O:24])[CH2:10][N:11]2[C:15]3[CH2:16][NH:17][CH2:18][CH2:19][C:14]=3[C:13]([C:20]([F:23])([F:22])[F:21])=[N:12]2)[CH:7]=1.[CH3:27][C:28]([CH3:30])=O.C([BH3-])#N.[Na+]. (4) Given the product [Br:11][C:12]1[CH:13]=[C:14]([O:7][C:5]2[CH:4]=[CH:3][C:2](=[O:8])[N:1]([CH3:23])[CH:6]=2)[C:15]([C:18]#[N:19])=[N:16][CH:17]=1, predict the reactants needed to synthesize it. The reactants are: [N:1]1[CH:6]=[C:5]([OH:7])[CH:4]=[CH:3][C:2]=1[OH:8].[H-].[Na+].[Br:11][C:12]1[CH:13]=[C:14]([N+]([O-])=O)[C:15]([C:18]#[N:19])=[N:16][CH:17]=1.[CH3:23]I. (5) Given the product [Cl:1][C:2]1[C:7]([C:8]2[CH:13]=[CH:12][CH:11]=[CH:10][CH:9]=2)=[C:6]([NH:27][CH:24]([CH3:26])[CH3:25])[N:5]2[N:15]=[C:16]([C:18]3[CH:23]=[CH:22][CH:21]=[CH:20][N:19]=3)[N:17]=[C:4]2[N:3]=1, predict the reactants needed to synthesize it. The reactants are: [Cl:1][C:2]1[C:7]([C:8]2[CH:13]=[CH:12][CH:11]=[CH:10][CH:9]=2)=[C:6](Cl)[N:5]2[N:15]=[C:16]([C:18]3[CH:23]=[CH:22][CH:21]=[CH:20][N:19]=3)[N:17]=[C:4]2[N:3]=1.[CH:24]([NH2:27])([CH3:26])[CH3:25]. (6) Given the product [NH2:1][C:2]1[S:3][CH:6]=[C:7]([C:8]([O:10][CH2:11][CH3:12])=[O:9])[N:4]=1, predict the reactants needed to synthesize it. The reactants are: [NH2:1][C:2]([NH2:4])=[S:3].Br[CH2:6][C:7](=O)[C:8]([O:10][CH2:11][CH3:12])=[O:9]. (7) Given the product [CH2:16]([O:15][C:13]([C:12]1[N:8]=[C:7]([CH:1]2[CH2:6][CH2:5][CH2:4][CH2:3][CH2:2]2)[S:9][CH:11]=1)=[O:14])[CH3:17], predict the reactants needed to synthesize it. The reactants are: [CH:1]1([C:7](=[S:9])[NH2:8])[CH2:6][CH2:5][CH2:4][CH2:3][CH2:2]1.Br[CH2:11][C:12](=O)[C:13]([O:15][CH2:16][CH3:17])=[O:14]. (8) Given the product [Cl:1][C:2]1[N:7]=[CH:6][C:5]([C:8]2[NH:12][C:11]3[CH:13]=[CH:14][CH:15]=[C:16]([C:17]([NH:20][C:21]4[CH:28]=[CH:27][C:24]([C:25]#[N:26])=[C:23]([C:29]([F:30])([F:31])[F:32])[CH:22]=4)=[O:19])[C:10]=3[N:9]=2)=[CH:4][CH:3]=1, predict the reactants needed to synthesize it. The reactants are: [Cl:1][C:2]1[N:7]=[CH:6][C:5]([C:8]2[NH:12][C:11]3[CH:13]=[CH:14][CH:15]=[C:16]([C:17]([OH:19])=O)[C:10]=3[N:9]=2)=[CH:4][CH:3]=1.[NH2:20][C:21]1[CH:28]=[CH:27][C:24]([C:25]#[N:26])=[C:23]([C:29]([F:32])([F:31])[F:30])[CH:22]=1.CN(C(ON1N=NC2C=CC=NC1=2)=[N+](C)C)C.F[P-](F)(F)(F)(F)F.CCN(C(C)C)C(C)C. (9) Given the product [Br:1][C:2]1[CH:3]=[CH:4][C:5]([O:22][CH3:23])=[C:6]([S:8]([N:11]([CH3:24])[C:12]2[CH:13]=[N:14][C:15]3[C:20]([CH:21]=2)=[CH:19][CH:18]=[CH:17][CH:16]=3)(=[O:9])=[O:10])[CH:7]=1, predict the reactants needed to synthesize it. The reactants are: [Br:1][C:2]1[CH:3]=[CH:4][C:5]([O:22][CH3:23])=[C:6]([S:8]([NH:11][C:12]2[CH:13]=[N:14][C:15]3[C:20]([CH:21]=2)=[CH:19][CH:18]=[CH:17][CH:16]=3)(=[O:10])=[O:9])[CH:7]=1.[C:24]([O-])([O-])=O.[K+].[K+].[I-].C.